This data is from NCI-60 drug combinations with 297,098 pairs across 59 cell lines. The task is: Regression. Given two drug SMILES strings and cell line genomic features, predict the synergy score measuring deviation from expected non-interaction effect. (1) Drug 1: CS(=O)(=O)C1=CC(=C(C=C1)C(=O)NC2=CC(=C(C=C2)Cl)C3=CC=CC=N3)Cl. Drug 2: CCC1=CC2CC(C3=C(CN(C2)C1)C4=CC=CC=C4N3)(C5=C(C=C6C(=C5)C78CCN9C7C(C=CC9)(C(C(C8N6C)(C(=O)OC)O)OC(=O)C)CC)OC)C(=O)OC.C(C(C(=O)O)O)(C(=O)O)O. Cell line: SR. Synergy scores: CSS=95.1, Synergy_ZIP=22.0, Synergy_Bliss=21.3, Synergy_Loewe=13.4, Synergy_HSA=23.0. (2) Drug 1: CS(=O)(=O)C1=CC(=C(C=C1)C(=O)NC2=CC(=C(C=C2)Cl)C3=CC=CC=N3)Cl. Drug 2: C(=O)(N)NO. Cell line: NCI/ADR-RES. Synergy scores: CSS=10.8, Synergy_ZIP=-4.20, Synergy_Bliss=-0.797, Synergy_Loewe=-0.387, Synergy_HSA=0.0567. (3) Drug 1: C1=NC2=C(N1)C(=S)N=C(N2)N. Drug 2: C1=CC=C(C(=C1)C(C2=CC=C(C=C2)Cl)C(Cl)Cl)Cl. Cell line: HS 578T. Synergy scores: CSS=25.5, Synergy_ZIP=0.416, Synergy_Bliss=-0.179, Synergy_Loewe=-22.1, Synergy_HSA=-0.879. (4) Drug 1: CCCS(=O)(=O)NC1=C(C(=C(C=C1)F)C(=O)C2=CNC3=C2C=C(C=N3)C4=CC=C(C=C4)Cl)F. Drug 2: CCN(CC)CCNC(=O)C1=C(NC(=C1C)C=C2C3=C(C=CC(=C3)F)NC2=O)C. Cell line: U251. Synergy scores: CSS=11.8, Synergy_ZIP=0.0270, Synergy_Bliss=1.45, Synergy_Loewe=0.847, Synergy_HSA=1.61. (5) Drug 1: CC(C)NC(=O)C1=CC=C(C=C1)CNNC.Cl. Drug 2: CC1C(C(CC(O1)OC2CC(CC3=C2C(=C4C(=C3O)C(=O)C5=CC=CC=C5C4=O)O)(C(=O)C)O)N)O. Cell line: 786-0. Synergy scores: CSS=41.7, Synergy_ZIP=3.03, Synergy_Bliss=0.584, Synergy_Loewe=-17.4, Synergy_HSA=1.27. (6) Drug 2: C1C(C(OC1N2C=NC(=NC2=O)N)CO)O. Cell line: SNB-75. Synergy scores: CSS=19.2, Synergy_ZIP=-1.54, Synergy_Bliss=-0.0734, Synergy_Loewe=-10.6, Synergy_HSA=-0.102. Drug 1: C1C(C(OC1N2C=C(C(=O)NC2=O)F)CO)O. (7) Drug 1: CC1=C(C=C(C=C1)C(=O)NC2=CC(=CC(=C2)C(F)(F)F)N3C=C(N=C3)C)NC4=NC=CC(=N4)C5=CN=CC=C5. Drug 2: C1=CN(C=N1)CC(O)(P(=O)(O)O)P(=O)(O)O. Cell line: MOLT-4. Synergy scores: CSS=-2.42, Synergy_ZIP=3.81, Synergy_Bliss=3.55, Synergy_Loewe=-0.395, Synergy_HSA=-1.92. (8) Drug 1: CN(CC1=CN=C2C(=N1)C(=NC(=N2)N)N)C3=CC=C(C=C3)C(=O)NC(CCC(=O)O)C(=O)O. Drug 2: COCCOC1=C(C=C2C(=C1)C(=NC=N2)NC3=CC=CC(=C3)C#C)OCCOC.Cl. Cell line: U251. Synergy scores: CSS=29.9, Synergy_ZIP=-3.26, Synergy_Bliss=-7.35, Synergy_Loewe=-33.7, Synergy_HSA=-5.99. (9) Drug 1: C1=NC2=C(N=C(N=C2N1C3C(C(C(O3)CO)O)F)Cl)N. Drug 2: C(CN)CNCCSP(=O)(O)O. Cell line: SF-539. Synergy scores: CSS=1.33, Synergy_ZIP=-1.23, Synergy_Bliss=-1.34, Synergy_Loewe=-4.98, Synergy_HSA=-0.258.